This data is from Peptide-MHC class II binding affinity with 134,281 pairs from IEDB. The task is: Regression. Given a peptide amino acid sequence and an MHC pseudo amino acid sequence, predict their binding affinity value. This is MHC class II binding data. (1) The peptide sequence is SIVSPFIPLLPIFFC. The MHC is DRB1_0801 with pseudo-sequence DRB1_0801. The binding affinity (normalized) is 0.307. (2) The peptide sequence is ASRELERFAVNPGLL. The MHC is DRB4_0101 with pseudo-sequence DRB4_0103. The binding affinity (normalized) is 0.740.